Dataset: Forward reaction prediction with 1.9M reactions from USPTO patents (1976-2016). Task: Predict the product of the given reaction. (1) Given the reactants [C:1]([CH2:3][C:4]1[CH:13]=[C:12]2[C:7]([CH:8]([NH:14][C:15](=[O:38])[CH2:16][CH:17]([C:32]3[CH:37]=[CH:36][CH:35]=[CH:34][CH:33]=3)[NH:18][S:19]([C:22]3[CH:27]=[CH:26][CH:25]=[C:24]([C:28]([F:31])([F:30])[F:29])[CH:23]=3)(=[O:21])=[O:20])[CH2:9][CH2:10][O:11]2)=[CH:6][CH:5]=1)#[N:2], predict the reaction product. The product is: [NH2:2][CH2:1][CH2:3][C:4]1[CH:13]=[C:12]2[C:7]([CH:8]([NH:14][C:15](=[O:38])[CH2:16][CH:17]([C:32]3[CH:33]=[CH:34][CH:35]=[CH:36][CH:37]=3)[NH:18][S:19]([C:22]3[CH:27]=[CH:26][CH:25]=[C:24]([C:28]([F:31])([F:29])[F:30])[CH:23]=3)(=[O:21])=[O:20])[CH2:9][CH2:10][O:11]2)=[CH:6][CH:5]=1. (2) Given the reactants [N+:1]([C:4]1[CH:5]=[C:6]([CH2:10][CH2:11][OH:12])[CH:7]=[CH:8][CH:9]=1)([O-:3])=[O:2].OI1(=O)C2C=CC=CC=2C(=O)O1, predict the reaction product. The product is: [N+:1]([C:4]1[CH:5]=[C:6]([CH2:10][CH:11]=[O:12])[CH:7]=[CH:8][CH:9]=1)([O-:3])=[O:2]. (3) Given the reactants Br[C:2]1[CH:7]=[CH:6][C:5]([S:8]([NH:11][C:12]2[S:16][N:15]=[CH:14][N:13]=2)(=[O:10])=[O:9])=[CH:4][CH:3]=1.[C:17]([O:21][C:22](=[O:30])[NH:23][CH:24]1[CH2:29][CH2:28][NH:27][CH2:26][CH2:25]1)([CH3:20])([CH3:19])[CH3:18].P.CC([O-])(C)C.[Na+].Cl, predict the reaction product. The product is: [S:16]1[C:12]([NH:11][S:8]([C:5]2[CH:6]=[CH:7][C:2]([N:27]3[CH2:26][CH2:25][CH:24]([NH:23][C:22](=[O:30])[O:21][C:17]([CH3:19])([CH3:18])[CH3:20])[CH2:29][CH2:28]3)=[CH:3][CH:4]=2)(=[O:10])=[O:9])=[N:13][CH:14]=[N:15]1. (4) Given the reactants [NH2:1][C@@H:2]([C:5]1[CH:10]=[CH:9][CH:8]=[CH:7][CH:6]=1)[CH2:3][OH:4].C(N(C(C)C)C(C)C)C.[C:20](O[C:20]([O:22][C:23]([CH3:26])([CH3:25])[CH3:24])=[O:21])([O:22][C:23]([CH3:26])([CH3:25])[CH3:24])=[O:21], predict the reaction product. The product is: [OH:4][CH2:3][C@@H:2]([NH:1][C:20](=[O:21])[O:22][C:23]([CH3:26])([CH3:25])[CH3:24])[C:5]1[CH:10]=[CH:9][CH:8]=[CH:7][CH:6]=1. (5) Given the reactants Br[C:2]1[C:3]([N:9]2[CH2:14][CH2:13][O:12][CH2:11][CH2:10]2)=[N:4][C:5]([Cl:8])=[CH:6][N:7]=1.[CH3:15][O-:16].[Na+], predict the reaction product. The product is: [Cl:8][C:5]1[N:4]=[C:3]([N:9]2[CH2:14][CH2:13][O:12][CH2:11][CH2:10]2)[C:2]([O:16][CH3:15])=[N:7][CH:6]=1.